The task is: Predict which catalyst facilitates the given reaction.. This data is from Catalyst prediction with 721,799 reactions and 888 catalyst types from USPTO. (1) Reactant: [CH:1]1([N:5]2[CH2:10][CH2:9][N:8]([C:11]([C:13]3[CH:14]=[C:15]4[C:19](=[CH:20][CH:21]=3)[NH:18][C:17]([C:22]([N:24]3[CH2:29][CH2:28][C:27]([F:31])([F:30])[CH2:26][CH2:25]3)=[O:23])=[CH:16]4)=[O:12])[CH2:7][CH2:6]2)[CH2:4][CH2:3][CH2:2]1.[H-].[Na+].[CH:34]1([CH2:37]Br)[CH2:36][CH2:35]1. Product: [CH:1]1([N:5]2[CH2:6][CH2:7][N:8]([C:11]([C:13]3[CH:14]=[C:15]4[C:19](=[CH:20][CH:21]=3)[N:18]([CH2:37][CH:34]3[CH2:36][CH2:35]3)[C:17]([C:22]([N:24]3[CH2:25][CH2:26][C:27]([F:30])([F:31])[CH2:28][CH2:29]3)=[O:23])=[CH:16]4)=[O:12])[CH2:9][CH2:10]2)[CH2:2][CH2:3][CH2:4]1. The catalyst class is: 9. (2) Reactant: [CH3:1][C:2]1([CH3:10])[CH2:8][CH:7]2[CH:5]([O:6]2)[C:4](=[O:9])[CH2:3]1.[OH-].[K+].[CH3:13]O. Product: [CH3:13][O:6][C:5]1[C:4](=[O:9])[CH2:3][C:2]([CH3:10])([CH3:1])[CH2:8][CH:7]=1. The catalyst class is: 6.